From a dataset of Reaction yield outcomes from USPTO patents with 853,638 reactions. Predict the reaction yield, written as a fraction of the theoretical maximum amount of product (1.0 means a 100% yield; for example, 0.34 means a 34% yield). (1) The reactants are Cl.[Br:2][C:3]1[C:11]([F:12])=[CH:10][C:6]([C:7]([OH:9])=[O:8])=[C:5]([NH:13]N)[CH:4]=1.[CH3:15][C:16](=O)[CH2:17][CH3:18]. The catalyst is C(O)(=O)C. The product is [Br:2][C:3]1[C:11]([F:12])=[CH:10][C:6]([C:7]([OH:9])=[O:8])=[C:5]2[C:4]=1[C:16]([CH3:15])=[C:17]([CH3:18])[NH:13]2. The yield is 0.510. (2) The reactants are [CH2:1]([O:3][C:4](=[O:16])/[CH:5]=[C:6](/[O:8][C:9]1[CH:10]=[N:11][C:12]([CH3:15])=[CH:13][CH:14]=1)\[CH3:7])[CH3:2].[Br:17]N1C(=O)CCC1=O.C(OOC(=O)C1C=CC=CC=1)(=O)C1C=CC=CC=1. The catalyst is C(Cl)(Cl)(Cl)Cl. The product is [CH2:1]([O:3][C:4](=[O:16])/[CH:5]=[C:6](/[O:8][C:9]1[CH:10]=[N:11][C:12]([CH3:15])=[CH:13][CH:14]=1)\[CH2:7][Br:17])[CH3:2]. The yield is 0.440. (3) The reactants are [C:1]([O:4][CH2:5][CH2:6][O:7][CH:8]([O:42][CH2:43][CH2:44][O:45][C:46](=[O:48])[CH3:47])[O:9][C@@H:10]1[C@H:14]([O:15][Si](C(C)(C)C)(C)C)[C@@H:13]([CH:23](I)O)[O:12][C@H:11]1[N:26]1[C:41]2[N:40]=[C:33]([NH:34][C:35](=[O:39])[CH:36]([CH3:38])[CH3:37])[NH:32][C:30](=[O:31])[C:29]=2[N:28]=[CH:27]1)(=[O:3])[CH3:2].CCN(C(C)C)C(C)C.CCCC[N+](CCCC)(CCCC)CCCC.[F-]. The catalyst is C1COCC1.[Pd]. The product is [C:1]([O:4][CH2:5][CH2:6][O:7][CH:8]([O:42][CH2:43][CH2:44][O:45][C:46](=[O:48])[CH3:47])[O:9][C@@H:10]1[C@H:14]([OH:15])[C@@H:13]([CH3:23])[O:12][C@H:11]1[N:26]1[C:41]2[N:40]=[C:33]([NH:34][C:35](=[O:39])[CH:36]([CH3:37])[CH3:38])[NH:32][C:30](=[O:31])[C:29]=2[N:28]=[CH:27]1)(=[O:3])[CH3:2]. The yield is 0.830. (4) The reactants are [I-].[CH3:2][S+](C)(C)=O.[H-].[Na+].[Br:9][C:10]1[CH:11]=[N:12][CH:13]=[C:14]([CH:17]=1)[CH:15]=[O:16]. The catalyst is CS(C)=O. The product is [Br:9][C:10]1[CH:11]=[N:12][CH:13]=[C:14]([CH:15]2[CH2:2][O:16]2)[CH:17]=1. The yield is 0.310. (5) The reactants are Br[C:2]1[CH:3]=[CH:4][C:5]2[O:11][CH2:10][CH2:9][N:8]3[CH:12]=[C:13]([C:15]4[N:19]([CH:20]([CH3:22])[CH3:21])[N:18]=[C:17]([CH3:23])[N:16]=4)[N:14]=[C:7]3[C:6]=2[CH:24]=1.C([O-])(=O)C.[K+].[CH3:30][N:31]1[CH:35]=[CH:34][C:33](B2OC(C)(C)C(C)(C)O2)=[N:32]1. The catalyst is C(#N)C.CCOC(C)=O.C1C=CC([P]([Pd]([P](C2C=CC=CC=2)(C2C=CC=CC=2)C2C=CC=CC=2)([P](C2C=CC=CC=2)(C2C=CC=CC=2)C2C=CC=CC=2)[P](C2C=CC=CC=2)(C2C=CC=CC=2)C2C=CC=CC=2)(C2C=CC=CC=2)C2C=CC=CC=2)=CC=1. The product is [CH:20]([N:19]1[C:15]([C:13]2[N:14]=[C:7]3[C:6]4[CH:24]=[C:2]([C:34]5[CH:33]=[N:32][N:31]([CH3:30])[CH:35]=5)[CH:3]=[CH:4][C:5]=4[O:11][CH2:10][CH2:9][N:8]3[CH:12]=2)=[N:16][C:17]([CH3:23])=[N:18]1)([CH3:22])[CH3:21]. The yield is 0.550. (6) The reactants are [F:1][C:2]1[CH:3]=[C:4]([C:8]2[S:12][C:11]([N:13]([CH3:21])[C:14]([NH:16][CH2:17][CH2:18][S:19][CH3:20])=[O:15])=[N:10][N:9]=2)[CH:5]=[N:6][CH:7]=1.[H-].[Na+].I[CH3:25]. The catalyst is CN(C)C=O. The product is [F:1][C:2]1[CH:3]=[C:4]([C:8]2[S:12][C:11]([N:13]([CH3:21])[C:14]([N:16]([CH3:25])[CH2:17][CH2:18][S:19][CH3:20])=[O:15])=[N:10][N:9]=2)[CH:5]=[N:6][CH:7]=1. The yield is 0.200.